This data is from Experimentally validated miRNA-target interactions with 360,000+ pairs, plus equal number of negative samples. The task is: Binary Classification. Given a miRNA mature sequence and a target amino acid sequence, predict their likelihood of interaction. The miRNA is hsa-miR-6805-3p with sequence UUGCUCUGCUCCCCCGCCCCCAG. The protein sequence of the target gene is MEALEVDDISPALEVTEEFFSTLDSNLEKAVQQAEVYGIQEVPELVGHEVLSNITDNGAMRNVTSLGKGGMIWDHCKSRLLETKAQNVFPAKEQFMVQRGTTPDNLSWMEQKEASTFNFFNICQRRRDRPRSVNDLLDETSTFKPGHARSRSDITQVDWRVVLKTTPLQQQQQQQPLLQGPHVTRPSFLLPSPNKIEDAQGNTEHKQTFPNILKKGYLEIRKDHDSYWQSCYAELSPYNLYFYSLDSSGNQNLYATYQLSHFQSISVLGNLEARMVDTVLYDNTQLQLKAESPWEALDWG.... Result: 1 (interaction).